Dataset: Forward reaction prediction with 1.9M reactions from USPTO patents (1976-2016). Task: Predict the product of the given reaction. (1) Given the reactants Br[C:2]1[CH:3]=[C:4]([CH:14]=[CH:15][CH:16]=1)[CH2:5][CH:6]1[CH2:11][O:10][C:9]([CH3:13])([CH3:12])[O:8][CH2:7]1.C(=O)=O.CC(C)=O.CN(C)CCN(C)C.C([Li])CCC.C(P(CCCC)CCCC)CCC.I[CH2:51][C:52]1[N:53]=[C:54]([C:58]2[CH:63]=[CH:62][CH:61]=[CH:60][CH:59]=2)[O:55][C:56]=1[CH3:57], predict the reaction product. The product is: [CH3:12][C:9]1([CH3:13])[O:10][CH2:11][CH:6]([CH2:5][C:4]2[CH:14]=[CH:15][CH:16]=[C:2]([CH2:51][C:52]3[N:53]=[C:54]([C:58]4[CH:63]=[CH:62][CH:61]=[CH:60][CH:59]=4)[O:55][C:56]=3[CH3:57])[CH:3]=2)[CH2:7][O:8]1. (2) Given the reactants [NH2:1][C:2]1[CH:3]=[CH:4][C:5]([CH3:21])=[C:6]([C:8]2[C:9](=[O:20])[N:10]([CH3:19])[C:11]3[C:16]([CH:17]=2)=[CH:15][N:14]=[C:13](Cl)[CH:12]=3)[CH:7]=1.[C:22]1(P(C2C=CC=CC=2)C2C=CC=CC=2)C=CC=CC=1.C[Al](C)C.Cl, predict the reaction product. The product is: [NH2:1][C:2]1[CH:3]=[CH:4][C:5]([CH3:21])=[C:6]([C:8]2[C:9](=[O:20])[N:10]([CH3:19])[C:11]3[C:16]([CH:17]=2)=[CH:15][N:14]=[C:13]([CH3:22])[CH:12]=3)[CH:7]=1. (3) Given the reactants [C:1]([N:4]1[C:13]2[C:8](=[CH:9][C:10]([C:14]([NH:16][CH2:17][CH2:18][O:19][Si:20]([C:23]([CH3:26])([CH3:25])[CH3:24])([CH3:22])[CH3:21])=[O:15])=[CH:11][CH:12]=2)[C@H:7]([NH2:27])[C@@H:6]([CH3:28])[C@@H:5]1[CH2:29][CH3:30])(=[O:3])[CH3:2].Cl[C:32]1[CH:37]=[CH:36][N:35]=[C:34]([CH3:38])[N:33]=1.CCN(C(C)C)C(C)C, predict the reaction product. The product is: [C:1]([N:4]1[C:13]2[C:8](=[CH:9][C:10]([C:14]([NH:16][CH2:17][CH2:18][O:19][Si:20]([C:23]([CH3:24])([CH3:26])[CH3:25])([CH3:21])[CH3:22])=[O:15])=[CH:11][CH:12]=2)[C@H:7]([NH:27][C:32]2[CH:37]=[CH:36][N:35]=[C:34]([CH3:38])[N:33]=2)[C@@H:6]([CH3:28])[C@@H:5]1[CH2:29][CH3:30])(=[O:3])[CH3:2]. (4) Given the reactants [NH2:1][CH:2]1[N:8]=[C:7]([C:9]2[CH:10]=[N:11][CH:12]=[CH:13][CH:14]=2)[C:6]2[CH:15]=[C:16]([Cl:19])[CH:17]=[CH:18][C:5]=2[N:4]([CH3:20])[C:3]1=[O:21].[C:22](=S)=[S:23].CCN=C=NCCCN(C)C.CCN(CC)CC, predict the reaction product. The product is: [Cl:19][C:16]1[CH:17]=[CH:18][C:5]2[N:4]([CH3:20])[C:3](=[O:21])[CH:2]([N:1]=[C:22]=[S:23])[N:8]=[C:7]([C:9]3[CH:10]=[N:11][CH:12]=[CH:13][CH:14]=3)[C:6]=2[CH:15]=1.